From a dataset of Forward reaction prediction with 1.9M reactions from USPTO patents (1976-2016). Predict the product of the given reaction. (1) The product is: [CH:1]1([S:4]([C:5]2[CH:6]=[CH:7][C:8]([C:11](=[CH:17][CH:18]3[CH2:19][CH2:20][O:21][CH2:22][CH2:23]3)[C:12]([O:14][CH2:15][CH3:16])=[O:13])=[CH:9][CH:10]=2)=[O:32])[CH2:3][CH2:2]1. Given the reactants [CH:1]1([S:4][C:5]2[CH:10]=[CH:9][C:8]([C:11](=[CH:17][CH:18]3[CH2:23][CH2:22][O:21][CH2:20][CH2:19]3)[C:12]([O:14][CH2:15][CH3:16])=[O:13])=[CH:7][CH:6]=2)[CH2:3][CH2:2]1.C1C=C(Cl)C=C(C(OO)=[O:32])C=1, predict the reaction product. (2) The product is: [CH3:9][O:10][C:11]1[CH:20]=[C:19]2[C:14]([CH2:15][CH2:16][CH:17]([C:3]([O:6][CH3:7])=[O:8])[C:18]2=[O:21])=[CH:13][CH:12]=1. Given the reactants [H-].[Na+].[C:3](=[O:8])([O:6][CH3:7])OC.[CH3:9][O:10][C:11]1[CH:20]=[C:19]2[C:14]([CH2:15][CH2:16][CH2:17][C:18]2=[O:21])=[CH:13][CH:12]=1.CC(O)=O, predict the reaction product. (3) Given the reactants OO.[CH:3]([C:6]1[NH:11][C:10](=S)[NH:9][C:8](=[O:13])[C:7]=1[CH3:14])([CH3:5])[CH3:4].C(=O)([O-])[O-].[Na+].[Na+].S([O-])([O-])(=O)=S.[Na+].[Na+], predict the reaction product. The product is: [CH:3]([C:6]1[N:11]=[CH:10][N:9]=[C:8]([OH:13])[C:7]=1[CH3:14])([CH3:5])[CH3:4]. (4) Given the reactants [NH2:1][C:2]1[N:13]=[C:12]([Cl:14])[CH:11]=[CH:10][C:3]=1[C:4](N(OC)C)=[O:5].Br[C:16]1[C:21]([F:22])=[CH:20][CH:19]=[CH:18][C:17]=1[F:23], predict the reaction product. The product is: [NH2:1][C:2]1[C:3]([C:4]([C:16]2[C:21]([F:22])=[CH:20][CH:19]=[CH:18][C:17]=2[F:23])=[O:5])=[CH:10][CH:11]=[C:12]([Cl:14])[N:13]=1. (5) Given the reactants Br[CH2:2][C:3]([C:5]1[CH:10]=[CH:9][CH:8]=[C:7]([Br:11])[CH:6]=1)=[O:4].[S-:12][C:13]#[N:14].[K+].O, predict the reaction product. The product is: [Br:11][C:7]1[CH:6]=[C:5]([C:3](=[O:4])[CH2:2][S:12][C:13]#[N:14])[CH:10]=[CH:9][CH:8]=1. (6) Given the reactants FC(F)(F)C(O)=O.[Br:8][C:9]1[CH:10]=[C:11]([CH:15]2[C:19]([C:22]3[CH:27]=[CH:26][C:25]([Cl:28])=[CH:24][C:23]=3[F:29])([C:20]#[N:21])[CH:18]([CH2:30][C:31]([CH3:34])([CH3:33])[CH3:32])[NH:17][CH:16]2[C:35]([OH:37])=O)[CH:12]=[CH:13][CH:14]=1.[NH2:38][C:39]1[CH:48]=[CH:47][C:42]([C:43]([O:45][CH3:46])=[O:44])=[CH:41][CH:40]=1.CN(C(ON1N=NC2C=CC=NC1=2)=[N+](C)C)C.F[P-](F)(F)(F)(F)F.CCN(C(C)C)C(C)C, predict the reaction product. The product is: [CH3:46][O:45][C:43](=[O:44])[C:42]1[CH:47]=[CH:48][C:39]([NH:38][C:35]([C@H:16]2[C@H:15]([C:11]3[CH:12]=[CH:13][CH:14]=[C:9]([Br:8])[CH:10]=3)[C@:19]([C:22]3[CH:27]=[CH:26][C:25]([Cl:28])=[CH:24][C:23]=3[F:29])([C:20]#[N:21])[C@H:18]([CH2:30][C:31]([CH3:32])([CH3:34])[CH3:33])[NH:17]2)=[O:37])=[CH:40][CH:41]=1.